From a dataset of Full USPTO retrosynthesis dataset with 1.9M reactions from patents (1976-2016). Predict the reactants needed to synthesize the given product. (1) Given the product [Br:21][C:18]1[CH:19]=[CH:20][C:13]2[O:12][CH2:11][CH2:10][C:9]3[N:15]([N:16]=[C:7]([C:5]4[N:27]([CH:24]([CH3:26])[CH3:25])[N:2]=[CH:3][N:4]=4)[CH:8]=3)[C:14]=2[CH:17]=1, predict the reactants needed to synthesize it. The reactants are: C[N:2](C)[CH:3]=[N:4][C:5]([C:7]1[CH:8]=[C:9]2[N:15]([N:16]=1)[C:14]1[CH:17]=[C:18]([Br:21])[CH:19]=[CH:20][C:13]=1[O:12][CH2:11][CH2:10]2)=O.Cl.[CH:24]([NH:27]N)([CH3:26])[CH3:25]. (2) Given the product [C:3]([O:7][C:8](=[O:30])[N:9]([CH2:10][CH:11]1[C:20]2[C:15](=[C:16]([O:21][C:22]3[CH:27]=[CH:26][C:25]([C:28]#[N:29])=[CH:24][N:23]=3)[CH:17]=[CH:18][CH:19]=2)[CH2:14][CH2:13][CH2:12]1)[CH2:37][CH2:38][CH2:39][CH:40]([CH3:42])[CH3:41])([CH3:6])([CH3:4])[CH3:5], predict the reactants needed to synthesize it. The reactants are: [H-].[Na+].[C:3]([O:7][C:8](=[O:30])[NH:9][CH2:10][CH:11]1[C:20]2[C:15](=[C:16]([O:21][C:22]3[CH:27]=[CH:26][C:25]([C:28]#[N:29])=[CH:24][N:23]=3)[CH:17]=[CH:18][CH:19]=2)[CH2:14][CH2:13][CH2:12]1)([CH3:6])([CH3:5])[CH3:4].CN(C=O)C.Br[CH2:37][CH2:38][CH2:39][CH:40]([CH3:42])[CH3:41]. (3) Given the product [NH2:8][C:9]1[C:10]([O:11][CH3:12])=[C:2]([F:1])[CH:3]=[C:4]([C:15]2[CH:20]=[CH:19][C:18]([F:21])=[CH:17][CH:16]=2)[C:5]=1[C:6]([OH:14])=[O:22], predict the reactants needed to synthesize it. The reactants are: [F:1][C:2]1[C:10]([O:11][CH3:12])=[C:9]2[C:5]([C:6](=[O:14])C(=O)[NH:8]2)=[C:4]([C:15]2[CH:20]=[CH:19][C:18]([F:21])=[CH:17][CH:16]=2)[CH:3]=1.[OH-:22].[Na+].OO.Cl. (4) Given the product [F:1][C:2]1[CH:8]=[CH:7][CH:6]=[C:5]([F:9])[C:3]=1[N:4]=[C:12]([Cl:18])[C:11]([F:16])([F:15])[F:10], predict the reactants needed to synthesize it. The reactants are: [F:1][C:2]1[CH:8]=[CH:7][CH:6]=[C:5]([F:9])[C:3]=1[NH2:4].[F:10][C:11]([F:16])([F:15])[C:12](O)=O.C(Cl)(Cl)(Cl)[Cl:18].C1(P(C2C=CC=CC=2)C2C=CC=CC=2)C=CC=CC=1.C(N(CC)CC)C. (5) Given the product [CH:27]1([S:26][CH2:25][CH2:24][S:7][C:8]2[N:22]=[CH:21][CH:20]=[CH:19][C:9]=2[C:10]([NH:12][CH2:13][C:14]2[S:15][CH:16]=[CH:17][CH:18]=2)=[O:11])[CH2:32][CH2:31][CH2:30][CH2:29][CH2:28]1, predict the reactants needed to synthesize it. The reactants are: C([O-])([O-])=O.[K+].[K+].[SH:7][C:8]1[N:22]=[CH:21][CH:20]=[CH:19][C:9]=1[C:10]([NH:12][CH2:13][C:14]1[S:15][CH:16]=[CH:17][CH:18]=1)=[O:11].Br[CH2:24][CH2:25][S:26][CH:27]1[CH2:32][CH2:31][CH2:30][CH2:29][CH2:28]1.C(OCC)(=O)C.CCCCCC. (6) The reactants are: [CH3:1][CH2:2][O:3][C:4](/[C:6](/Cl)=[N:7]\[OH:8])=[O:5].[CH2:10]([O:14][CH:15]1[CH2:20][CH2:19][CH2:18][CH2:17][O:16]1)[CH2:11][C:12]#[CH:13].C(N(CC)CC)C. Given the product [O:16]1[CH2:17][CH2:18][CH2:19][CH2:20][CH:15]1[O:14][CH2:10][CH2:11][C:12]1[O:8][N:7]=[C:6]([C:4]([O:3][CH2:2][CH3:1])=[O:5])[CH:13]=1, predict the reactants needed to synthesize it. (7) Given the product [CH3:50][C:51]1([CH3:57])[CH2:56][O:55][CH2:54][CH2:53][N:52]1[C:21]([C:20]1[C:16]2[CH2:15][O:14][C:9]3[CH:10]=[C:11]([O:12][CH3:13])[C:6]([S:5][CH2:1][CH:2]([CH3:3])[CH3:4])=[CH:7][C:8]=3[C:17]=2[N:18]([C:24]2[CH:28]=[CH:27][S:26][CH:25]=2)[N:19]=1)=[O:22], predict the reactants needed to synthesize it. The reactants are: [CH2:1]([S:5][C:6]1[C:11]([O:12][CH3:13])=[CH:10][C:9]2[O:14][CH2:15][C:16]3[C:20]([C:21](O)=[O:22])=[N:19][N:18]([C:24]4[CH:28]=[CH:27][S:26][CH:25]=4)[C:17]=3[C:8]=2[CH:7]=1)[CH:2]([CH3:4])[CH3:3].C(Cl)Cl.C(P1(=O)OP(=O)(CCC)OP(=O)(CCC)O1)CC.[CH3:50][C:51]1([CH3:57])[CH2:56][O:55][CH2:54][CH2:53][NH:52]1.C(N(C(C)C)C(C)C)C. (8) Given the product [Cl:1][C:2]1[CH:3]=[C:4]([C@@H:12]([CH2:16][CH:17]2[CH2:21][CH2:20][CH2:19][CH2:18]2)[C:13]([NH:39][C:36]2[CH:35]=[CH:34][C:33]([CH:29]3[CH2:30][CH2:31][CH2:32][O:28]3)=[CH:38][N:37]=2)=[O:15])[CH:5]=[CH:6][C:7]=1[S:8]([CH3:11])(=[O:9])=[O:10], predict the reactants needed to synthesize it. The reactants are: [Cl:1][C:2]1[CH:3]=[C:4]([C@@H:12]([CH2:16][CH:17]2[CH2:21][CH2:20][CH2:19][CH2:18]2)[C:13]([OH:15])=O)[CH:5]=[CH:6][C:7]=1[S:8]([CH3:11])(=[O:10])=[O:9].C(Cl)(=O)C(Cl)=O.[O:28]1[CH2:32][CH2:31][CH2:30][CH:29]1[C:33]1[CH:34]=[CH:35][C:36]([NH2:39])=[N:37][CH:38]=1.NC1C=CC=CN=1.N1C(C)=CC=CC=1C. (9) Given the product [NH2:1][CH2:4][CH2:5][CH2:6][Si:7]([CH2:16][C:17](=[CH2:18])[CH3:19])([CH2:8][C:9](=[CH2:10])[CH3:11])[CH2:12][C:13](=[CH2:14])[CH3:15], predict the reactants needed to synthesize it. The reactants are: [N:1]([CH2:4][CH2:5][CH2:6][Si:7]([CH2:16][C:17](=[CH2:19])[CH3:18])([CH2:12][C:13](=[CH2:15])[CH3:14])[CH2:8][C:9](=[CH2:11])[CH3:10])=[N+]=[N-].C1(P(C2C=CC=CC=2)C2C=CC=CC=2)C=CC=CC=1.[NH4+].[OH-]. (10) Given the product [Cl:20][C:5]1[C:6]([NH:8][C@@H:9]2[CH2:14][CH2:13][CH2:12][CH2:11][C@H:10]2[NH:15][S:16]([CH3:19])(=[O:18])=[O:17])=[N:7][C:2]([NH:21][C:22]2[CH:23]=[CH:24][C:25]3[CH2:31][CH2:30][C:29](=[O:32])[CH2:28][CH2:27][C:26]=3[CH:33]=2)=[N:3][CH:4]=1, predict the reactants needed to synthesize it. The reactants are: Cl[C:2]1[N:7]=[C:6]([NH:8][C@@H:9]2[CH2:14][CH2:13][CH2:12][CH2:11][C@H:10]2[NH:15][S:16]([CH3:19])(=[O:18])=[O:17])[C:5]([Cl:20])=[CH:4][N:3]=1.[NH2:21][C:22]1[CH:23]=[CH:24][C:25]2[CH2:31][CH2:30][C:29](=[O:32])[CH2:28][CH2:27][C:26]=2[CH:33]=1.C(O)(C)C.